This data is from Forward reaction prediction with 1.9M reactions from USPTO patents (1976-2016). The task is: Predict the product of the given reaction. (1) The product is: [N:29]1([CH2:34][CH2:35][CH2:36][N:37]2[CH2:38][CH2:39][CH:40]([CH2:43][NH:44][C:6](=[O:8])[C:5]3[CH:9]=[C:10]([Cl:11])[C:2]([NH2:1])=[CH:3][C:4]=3[O:12][CH3:13])[CH2:41][CH2:42]2)[CH:33]=[CH:32][N:31]=[N:30]1. Given the reactants [NH2:1][C:2]1[C:10]([Cl:11])=[CH:9][C:5]([C:6]([OH:8])=O)=[C:4]([O:12][CH3:13])[CH:3]=1.CN1CCOCC1.ClC(OCC(C)C)=O.[N:29]1([CH2:34][CH2:35][CH2:36][N:37]2[CH2:42][CH2:41][CH:40]([CH2:43][NH2:44])[CH2:39][CH2:38]2)[CH:33]=[CH:32][N:31]=[N:30]1, predict the reaction product. (2) Given the reactants [Cl:1][C:2]1[C:6]([N:7]([CH2:14][CH3:15])[C:8](=[O:13])[CH2:9][CH2:10][NH:11][CH3:12])=[CH:5][N:4]([C:16]2[CH:17]=[N:18][CH:19]=[CH:20][CH:21]=2)[N:3]=1.N1C=CC=CC=1.[F:28][C:29]([F:35])([F:34])[CH2:30][C:31](Cl)=[O:32], predict the reaction product. The product is: [Cl:1][C:2]1[C:6]([N:7]([CH2:14][CH3:15])[C:8](=[O:13])[CH2:9][CH2:10][N:11]([CH3:12])[C:31](=[O:32])[CH2:30][C:29]([F:35])([F:34])[F:28])=[CH:5][N:4]([C:16]2[CH:17]=[N:18][CH:19]=[CH:20][CH:21]=2)[N:3]=1. (3) The product is: [C:17]([CH2:16][CH:14]1[CH2:15][N:9]([C:6]2[CH:5]=[CH:4][C:3]([C:1]#[N:2])=[CH:8][CH:7]=2)[C:10]2[CH:27]=[C:26]([C:28]3[CH:29]=[N:30][N:31]([CH3:33])[CH:32]=3)[CH:25]=[CH:24][C:11]=2[C:12]2[C:22]([CH3:23])=[N:21][O:20][C:13]1=2)#[N:19]. Given the reactants [C:1]([C:3]1[CH:8]=[CH:7][C:6]([N:9]2[CH2:15][CH:14]([CH2:16][C:17]([NH2:19])=O)[C:13]3[O:20][N:21]=[C:22]([CH3:23])[C:12]=3[C:11]3[CH:24]=[CH:25][C:26]([C:28]4[CH:29]=[N:30][N:31]([CH3:33])[CH:32]=4)=[CH:27][C:10]2=3)=[CH:5][CH:4]=1)#[N:2].C(N(CC)C(C)C)(C)C.C(OC(C(F)(F)F)=O)(C(F)(F)F)=O, predict the reaction product. (4) Given the reactants [C:1]([O:5][C:6]([NH:8][C@H:9]([CH:14]1[CH2:17][O:16][CH2:15]1)[C:10]([O:12]C)=[O:11])=[O:7])([CH3:4])([CH3:3])[CH3:2].[OH-].[Na+], predict the reaction product. The product is: [C:1]([O:5][C:6]([NH:8][C@H:9]([CH:14]1[CH2:15][O:16][CH2:17]1)[C:10]([OH:12])=[O:11])=[O:7])([CH3:4])([CH3:2])[CH3:3]. (5) The product is: [Br:15][C:16]1[CH:21]=[CH:20][C:19]([CH2:22][C:9]2([C:13]#[N:14])[CH2:12][CH2:11][CH2:10]2)=[C:18]([I:24])[CH:17]=1. Given the reactants C([N-]C(C)C)(C)C.[Li+].[CH:9]1([C:13]#[N:14])[CH2:12][CH2:11][CH2:10]1.[Br:15][C:16]1[CH:21]=[CH:20][C:19]([CH2:22]Br)=[C:18]([I:24])[CH:17]=1, predict the reaction product. (6) Given the reactants [CH3:1][O:2][C:3]1[CH:4]=[C:5]([CH:9]2[NH:15][C:14](=[O:16])[CH2:13][CH2:12][CH2:11][CH2:10]2)[CH:6]=[CH:7][CH:8]=1.[H-].[Na+].I[CH3:20], predict the reaction product. The product is: [CH3:20][C:5]1([CH:9]2[NH:15][C:14](=[O:16])[CH2:13][CH2:12][CH2:11][CH2:10]2)[CH:6]=[CH:7][CH:8]=[C:3]([O:2][CH3:1])[CH2:4]1. (7) Given the reactants [Br:1][CH2:2][CH2:3][CH2:4][CH2:5]Br.[CH3:7][CH:8]([C:10]1[N:14]([CH2:15][CH2:16][C@@H:17]([OH:25])[CH2:18][C@@H:19]([OH:24])[CH2:20][C:21]([O-:23])=[O:22])[C:13]([C:26]2[CH:27]=[CH:28][C:29]([F:32])=[CH:30][CH:31]=2)=[C:12]([C:33]2[CH:34]=[CH:35][CH:36]=[CH:37][CH:38]=2)[C:11]=1[C:39]([NH:41][C:42]1[CH:43]=[CH:44][CH:45]=[CH:46][CH:47]=1)=[O:40])[CH3:9].[CH3:9][CH:8]([C:10]1[N:14]([CH2:15][CH2:16][C@@H:17]([OH:25])[CH2:18][C@@H:19]([OH:24])[CH2:20][C:21]([O-:23])=[O:22])[C:13]([C:26]2[CH:31]=[CH:30][C:29]([F:32])=[CH:28][CH:27]=2)=[C:12]([C:33]2[CH:38]=[CH:37][CH:36]=[CH:35][CH:34]=2)[C:11]=1[C:39]([NH:41][C:42]1[CH:47]=[CH:46][CH:45]=[CH:44][CH:43]=1)=[O:40])[CH3:7].[Ca+2].O.S([O-])([O-])(=O)=O.[Na+].[Na+], predict the reaction product. The product is: [Br:1][CH2:2][CH2:3][CH2:4][CH2:5][O:23][C:21](=[O:22])[CH2:20][C@H:19]([OH:24])[CH2:18][C@H:17]([OH:25])[CH2:16][CH2:15][N:14]1[C:10]([CH:8]([CH3:7])[CH3:9])=[C:11]([C:39]([NH:41][C:42]2[CH:43]=[CH:44][CH:45]=[CH:46][CH:47]=2)=[O:40])[C:12]([C:33]2[CH:34]=[CH:35][CH:36]=[CH:37][CH:38]=2)=[C:13]1[C:26]1[CH:27]=[CH:28][C:29]([F:32])=[CH:30][CH:31]=1.